Regression. Given a peptide amino acid sequence and an MHC pseudo amino acid sequence, predict their binding affinity value. This is MHC class I binding data. From a dataset of Peptide-MHC class I binding affinity with 185,985 pairs from IEDB/IMGT. (1) The peptide sequence is FMSMVSHEL. The MHC is BoLA-T2C with pseudo-sequence BoLA-T2C. The binding affinity (normalized) is 0.706. (2) The peptide sequence is NTATTVLLDE. The binding affinity (normalized) is 0. The MHC is HLA-A03:01 with pseudo-sequence HLA-A03:01.